Dataset: Reaction yield outcomes from USPTO patents with 853,638 reactions. Task: Predict the reaction yield, written as a fraction of the theoretical maximum amount of product (1.0 means a 100% yield; for example, 0.34 means a 34% yield). (1) The reactants are [N:1]1[C:6]2[NH:7][CH:8]=[CH:9][C:5]=2[CH:4]=[C:3]([CH2:10][CH2:11][CH2:12][CH2:13][N:14]2[CH:18]=[C:17]([C:19]([OH:21])=O)[N:16]=[N:15]2)[N:2]=1.CN(C(ON1N=NC2C=CC=NC1=2)=[N+](C)C)C.F[P-](F)(F)(F)(F)F.[CH2:46]([NH2:53])[C:47]1[CH:52]=[CH:51][CH:50]=[CH:49][CH:48]=1.CCN(C(C)C)C(C)C. The catalyst is CN(C=O)C. The product is [N:1]1[C:6]2[NH:7][CH:8]=[CH:9][C:5]=2[CH:4]=[C:3]([CH2:10][CH2:11][CH2:12][CH2:13][N:14]2[CH:18]=[C:17]([C:19]([NH:53][CH2:46][C:47]3[CH:52]=[CH:51][CH:50]=[CH:49][CH:48]=3)=[O:21])[N:16]=[N:15]2)[N:2]=1. The yield is 0.710. (2) The reactants are [F:1][C:2]1[CH:3]=[C:4]([CH:8]=[CH:9][C:10]=1[O:11][CH3:12])[C:5]([NH2:7])=O.COC1C=CC(P2(SP(C3C=CC(OC)=CC=3)(=S)S2)=[S:22])=CC=1. The catalyst is O1CCCC1. The product is [F:1][C:2]1[CH:3]=[C:4]([C:5](=[S:22])[NH2:7])[CH:8]=[CH:9][C:10]=1[O:11][CH3:12]. The yield is 0.810. (3) The product is [Br:21][C:19]1[CH:18]=[CH:17][C:15]2[O:16][C:9]3([O:12][CH2:13][C:14]=2[CH:20]=1)[CH2:10][CH2:11][NH:6][CH2:7][CH2:8]3. The yield is 0.990. The catalyst is CCO.[OH-].[Na+]. The reactants are C([N:6]1[CH2:11][CH2:10][C:9]2([O:16][C:15]3[CH:17]=[CH:18][C:19]([Br:21])=[CH:20][C:14]=3[CH2:13][O:12]2)[CH2:8][CH2:7]1)(OCC)=O. (4) The reactants are [CH:1]1([CH2:4][P:5](Cl)(Cl)=[O:6])[CH2:3][CH2:2]1.[CH:9]([Mg]Br)=[CH2:10].[Cl-].[NH4+].[CH2:15]1COC[CH2:16]1. No catalyst specified. The product is [CH:1]1([CH2:4][P:5](=[O:6])([CH:9]=[CH2:10])[CH:15]=[CH2:16])[CH2:3][CH2:2]1. The yield is 0.470.